This data is from NCI-60 drug combinations with 297,098 pairs across 59 cell lines. The task is: Regression. Given two drug SMILES strings and cell line genomic features, predict the synergy score measuring deviation from expected non-interaction effect. (1) Drug 1: C1CCC(CC1)NC(=O)N(CCCl)N=O. Drug 2: CCC1(CC2CC(C3=C(CCN(C2)C1)C4=CC=CC=C4N3)(C5=C(C=C6C(=C5)C78CCN9C7C(C=CC9)(C(C(C8N6C=O)(C(=O)OC)O)OC(=O)C)CC)OC)C(=O)OC)O.OS(=O)(=O)O. Cell line: NCIH23. Synergy scores: CSS=24.0, Synergy_ZIP=-9.41, Synergy_Bliss=-0.544, Synergy_Loewe=-10.9, Synergy_HSA=0.106. (2) Cell line: OVCAR3. Drug 1: CC1=CC=C(C=C1)C2=CC(=NN2C3=CC=C(C=C3)S(=O)(=O)N)C(F)(F)F. Drug 2: CC1CCCC2(C(O2)CC(NC(=O)CC(C(C(=O)C(C1O)C)(C)C)O)C(=CC3=CSC(=N3)C)C)C. Synergy scores: CSS=47.7, Synergy_ZIP=8.51, Synergy_Bliss=-0.346, Synergy_Loewe=-29.0, Synergy_HSA=-0.812.